Dataset: Full USPTO retrosynthesis dataset with 1.9M reactions from patents (1976-2016). Task: Predict the reactants needed to synthesize the given product. (1) Given the product [C:12]([CH2:11][C:10]1[CH:9]=[C:8]([O:7][CH2:6][CH2:5][O:4][CH3:3])[C:16]([O:17][CH2:18][CH2:19][O:20][CH3:21])=[CH:15][C:14]=1[C:13]([OH:22])=[O:32])#[N:23], predict the reactants needed to synthesize it. The reactants are: [OH-].[Na+].[CH3:3][O:4][CH2:5][CH2:6][O:7][C:8]1[CH:9]=[C:10]2[C:14](=[CH:15][C:16]=1[O:17][CH2:18][CH2:19][O:20][CH3:21])[C:13](=[O:22])[C:12](=[N:23]O)[CH2:11]2.C1(C)C=CC(S(Cl)(=O)=[O:32])=CC=1. (2) Given the product [CH3:1][N:2]1[CH:6]=[CH:5][C:4]([NH:7][C:8]([C:10]2[CH:20]=[C:19]([O:21][CH2:23][C:24]3[CH:25]=[C:26]([OH:36])[N:27]=[C:28]([C:30]4[CH:35]=[N:34][CH:33]=[CH:32][N:31]=4)[N:29]=3)[C:13]3[CH2:14][C:15]([CH3:18])([CH3:17])[O:16][C:12]=3[CH:11]=2)=[O:9])=[N:3]1, predict the reactants needed to synthesize it. The reactants are: [CH3:1][N:2]1[CH:6]=[CH:5][C:4]([NH:7][C:8]([C:10]2[CH:20]=[C:19]([OH:21])[C:13]3[CH2:14][C:15]([CH3:18])([CH3:17])[O:16][C:12]=3[CH:11]=2)=[O:9])=[N:3]1.Cl[CH2:23][C:24]1[N:29]=[C:28]([C:30]2[CH:35]=[N:34][CH:33]=[CH:32][N:31]=2)[N:27]=[C:26]([OH:36])[CH:25]=1.C([O-])([O-])=O.[Cs+].[Cs+]. (3) The reactants are: [NH2:1][C:2]1[CH:7]=[CH:6][CH:5]=[CH:4][CH:3]=1.CCN(C(C)C)C(C)C.[Br:17][C:18]1[CH:23]=[CH:22][C:21]([N+:24]([O-:26])=[O:25])=[C:20](F)[CH:19]=1. Given the product [Br:17][C:18]1[CH:23]=[CH:22][C:21]([N+:24]([O-:26])=[O:25])=[C:20]([CH:19]=1)[NH:1][C:2]1[CH:7]=[CH:6][CH:5]=[CH:4][CH:3]=1, predict the reactants needed to synthesize it. (4) Given the product [CH3:20][O:19][C:15]1[CH:14]=[C:13]([C:11]2[N:1]=[C:2]3[CH:7]=[CH:6][C:5]([CH3:8])=[CH:4][N:3]3[CH:10]=2)[CH:18]=[CH:17][CH:16]=1, predict the reactants needed to synthesize it. The reactants are: [NH2:1][C:2]1[CH:7]=[CH:6][C:5]([CH3:8])=[CH:4][N:3]=1.Br[CH2:10][C:11]([C:13]1[CH:18]=[CH:17][CH:16]=[C:15]([O:19][CH3:20])[CH:14]=1)=O.[OH-].[Na+]. (5) Given the product [Cl:20][C:3]1[C:4]2[C:9](=[O:10])[NH:8][N:7]=[CH:6][C:5]=2[N:11]([CH2:12][O:13][CH2:14][CH2:15][Si:16]([CH3:19])([CH3:18])[CH3:17])[C:2]=1[C:47]1[CH:48]=[CH:49][C:50]([O:51][CH3:52])=[C:45]([O:44][CH2:43][CH:40]2[CH2:42][CH2:41]2)[CH:46]=1, predict the reactants needed to synthesize it. The reactants are: Br[C:2]1[N:11]([CH2:12][O:13][CH2:14][CH2:15][Si:16]([CH3:19])([CH3:18])[CH3:17])[C:5]2[CH:6]=[N:7][NH:8][C:9](=[O:10])[C:4]=2[C:3]=1[Cl:20].BrC1N(COCC[Si](C)(C)C)C2C=NNC(=O)C=2C=1.[CH:40]1([CH2:43][O:44][C:45]2[CH:46]=[C:47](B3OC(C)(C)C(C)(C)O3)[CH:48]=[CH:49][C:50]=2[O:51][CH3:52])[CH2:42][CH2:41]1.C1(OC2C=C(B3OC(C)(C)C(C)(C)O3)C=CC=2OC(F)F)CC1. (6) The reactants are: [Cl:1][C:2]1[CH:3]=[C:4]([C@H:8]([OH:22])[C@@H:9]2[CH2:14][CH2:13][CH2:12][N:11]([C:15]([O:17][C:18]([CH3:21])([CH3:20])[CH3:19])=[O:16])[CH2:10]2)[CH:5]=[CH:6][CH:7]=1.[H-].[Na+].Br[CH2:26][C:27]#[N:28]. Given the product [Cl:1][C:2]1[CH:3]=[C:4]([C@H:8]([O:22][CH2:26][C:27]#[N:28])[C@@H:9]2[CH2:14][CH2:13][CH2:12][N:11]([C:15]([O:17][C:18]([CH3:19])([CH3:21])[CH3:20])=[O:16])[CH2:10]2)[CH:5]=[CH:6][CH:7]=1, predict the reactants needed to synthesize it. (7) Given the product [Br:16][C:13]1[CH:14]=[C:15]2[C:2]3([N:1]=[C:21]([NH2:22])[CH2:20][O:19][CH2:18]3)[C:3]3[C:8](=[CH:7][CH:6]=[C:5]([I:17])[CH:4]=3)[O:9][C:10]2=[N:11][CH:12]=1, predict the reactants needed to synthesize it. The reactants are: [NH2:1][C:2]1([CH2:18][O:19][CH2:20][C:21]#[N:22])[C:15]2[C:10](=[N:11][CH:12]=[C:13]([Br:16])[CH:14]=2)[O:9][C:8]2[C:3]1=[CH:4][C:5]([I:17])=[CH:6][CH:7]=2.C[Al](C)C. (8) Given the product [Cl:26][C:27]1[CH:32]=[CH:31][C:30]([CH2:33][S:34]([NH:37][C:23]([CH:20]2[CH2:21][CH2:22][N:17]([C:4]3[C:3]([C:1]#[N:2])=[CH:8][C:7]([C:9]([O:11][CH2:12][CH3:13])=[O:10])=[C:6]([CH:14]([F:15])[F:16])[N:5]=3)[CH2:18][CH2:19]2)=[O:24])(=[O:35])=[O:36])=[CH:29][CH:28]=1, predict the reactants needed to synthesize it. The reactants are: [C:1]([C:3]1[C:4]([N:17]2[CH2:22][CH2:21][CH:20]([C:23](O)=[O:24])[CH2:19][CH2:18]2)=[N:5][C:6]([CH:14]([F:16])[F:15])=[C:7]([C:9]([O:11][CH2:12][CH3:13])=[O:10])[CH:8]=1)#[N:2].[Cl:26][C:27]1[CH:32]=[CH:31][C:30]([CH2:33][S:34]([NH2:37])(=[O:36])=[O:35])=[CH:29][CH:28]=1. (9) Given the product [NH2:1][C:4]1[CH:5]=[C:6]([N:10]2[C:14](=[O:15])[CH2:13][NH:12][C:11]2=[O:16])[CH:7]=[CH:8][CH:9]=1, predict the reactants needed to synthesize it. The reactants are: [N+:1]([C:4]1[CH:5]=[C:6]([N:10]2[C:14](=[O:15])[CH2:13][NH:12][C:11]2=[O:16])[CH:7]=[CH:8][CH:9]=1)([O-])=O.[H][H].